This data is from Peptide-MHC class II binding affinity with 134,281 pairs from IEDB. The task is: Regression. Given a peptide amino acid sequence and an MHC pseudo amino acid sequence, predict their binding affinity value. This is MHC class II binding data. (1) The peptide sequence is AFILDGDNLFPKV. The MHC is DRB1_1201 with pseudo-sequence DRB1_1201. The binding affinity (normalized) is 0.0950. (2) The peptide sequence is AVATAGTTVYGAFAA. The MHC is HLA-DPA10103-DPB10601 with pseudo-sequence HLA-DPA10103-DPB10601. The binding affinity (normalized) is 0. (3) The peptide sequence is KLKIQNVIIDECYGA. The MHC is DRB1_0301 with pseudo-sequence DRB1_0301. The binding affinity (normalized) is 0.345. (4) The peptide sequence is GTKTPVSPGEMRLRD. The MHC is DRB3_0202 with pseudo-sequence DRB3_0202. The binding affinity (normalized) is 0.294. (5) The peptide sequence is FKAAVAAAASVPAAD. The MHC is DRB5_0101 with pseudo-sequence DRB5_0101. The binding affinity (normalized) is 0.636.